This data is from Forward reaction prediction with 1.9M reactions from USPTO patents (1976-2016). The task is: Predict the product of the given reaction. (1) Given the reactants [CH3:1][O:2][C:3]1[CH:22]=[CH:21][C:6]([CH2:7][C@@H:8]2[C:12]3=[N:13][C:14]4[CH:19]=[CH:18][CH:17]=[CH:16][C:15]=4[N:11]3[C:10](=[O:20])[NH:9]2)=[CH:5][CH:4]=1.[C:23]1([C@H:29]([NH2:31])[CH3:30])[CH:28]=[CH:27][CH:26]=[CH:25][CH:24]=1.C(O)(C(F)(F)F)=O, predict the reaction product. The product is: [NH:11]1[C:15]2[CH:16]=[CH:17][CH:18]=[CH:19][C:14]=2[N:13]=[C:12]1[C@H:8]([NH:9][C:10]([NH:31][C@@H:29]([C:23]1[CH:28]=[CH:27][CH:26]=[CH:25][CH:24]=1)[CH3:30])=[O:20])[CH2:7][C:6]1[CH:21]=[CH:22][C:3]([O:2][CH3:1])=[CH:4][CH:5]=1. (2) Given the reactants Cl[C:2]1[N:7]=[C:6]([NH:8][CH:9]2[CH2:26][CH2:25][C:12]3([CH2:17][CH2:16][N:15](C(OC(C)(C)C)=O)[CH2:14][CH2:13]3)[CH2:11][CH2:10]2)[C:5]([Cl:27])=[CH:4][N:3]=1.[CH3:28][N:29]1[C:33]([CH3:34])=[CH:32][C:31]([NH2:35])=[N:30]1.FC(F)(F)C(O)=O, predict the reaction product. The product is: [Cl:27][C:5]1[C:6]([NH:8][CH:9]2[CH2:10][CH2:11][C:12]3([CH2:17][CH2:16][NH:15][CH2:14][CH2:13]3)[CH2:25][CH2:26]2)=[N:7][C:2]([NH:35][C:31]2[CH:32]=[C:33]([CH3:34])[N:29]([CH3:28])[N:30]=2)=[N:3][CH:4]=1. (3) Given the reactants [C:1]([C:3]1([C:9]2[CH:10]=[C:11]([CH:15]=[CH:16][CH:17]=2)[C:12]([OH:14])=O)[CH2:8][CH2:7][CH2:6][CH2:5][CH2:4]1)#[N:2].C(Cl)(=O)C(Cl)=O.O1CCCC1.[NH2:29][C:30]1[CH:31]=[C:32]([CH:49]=[CH:50][CH:51]=1)[O:33][C:34]1[CH:35]=[CH:36][C:37]2[N:38]([CH:40]=[C:41]([NH:43][C:44]([CH:46]3[CH2:48][CH2:47]3)=[O:45])[N:42]=2)[N:39]=1, predict the reaction product. The product is: [C:1]([C:3]1([C:9]2[CH:10]=[C:11]([CH:15]=[CH:16][CH:17]=2)[C:12]([NH:29][C:30]2[CH:51]=[CH:50][CH:49]=[C:32]([O:33][C:34]3[CH:35]=[CH:36][C:37]4[N:38]([CH:40]=[C:41]([NH:43][C:44]([CH:46]5[CH2:47][CH2:48]5)=[O:45])[N:42]=4)[N:39]=3)[CH:31]=2)=[O:14])[CH2:4][CH2:5][CH2:6][CH2:7][CH2:8]1)#[N:2]. (4) Given the reactants [Cl:1][C:2]1[CH:7]=[CH:6][C:5]([N:8]2[C:12]([CH3:13])=[N:11][N:10]=[C:9]2[N:14]2[CH2:19][CH2:18][C:17]3([C:23]4[CH:24]=[CH:25][CH:26]=[CH:27][C:22]=4[C:21](=O)[O:20]3)[CH2:16][CH2:15]2)=[CH:4][CH:3]=1.[OH-].[Na+], predict the reaction product. The product is: [NH3:8].[Cl:1][C:2]1[CH:3]=[CH:4][C:5]([N:8]2[C:12]([CH3:13])=[N:11][N:10]=[C:9]2[N:14]2[CH2:19][CH2:18][C:17]3([C:23]4[CH:24]=[CH:25][CH:26]=[CH:27][C:22]=4[CH2:21][O:20]3)[CH2:16][CH2:15]2)=[CH:6][CH:7]=1. (5) The product is: [Cl:1][CH:2]([Cl:28])[C:3]([NH:5][C@H:9]([CH2:10][F:11])[C@H:8]([OH:7])[C:12]1[CH:17]=[CH:16][C:15]([C:18]2[CH:19]=[N:20][C:21]([CH2:24][S:30]([CH3:29])(=[O:32])=[O:31])=[CH:22][CH:23]=2)=[CH:14][CH:13]=1)=[O:4]. Given the reactants [Cl:1][CH:2]([Cl:28])[C:3]([N:5]1[C@H:9]([CH2:10][F:11])[C@@H:8]([C:12]2[CH:17]=[CH:16][C:15]([C:18]3[CH:19]=[N:20][C:21]([CH2:24]Cl)=[CH:22][CH:23]=3)=[CH:14][CH:13]=2)[O:7]C1(C)C)=[O:4].[CH3:29][S:30]([O-:32])=[O:31].[Na+], predict the reaction product. (6) The product is: [CH2:35]([O:34][P:30]([CH2:29][C:28]1[CH:38]=[CH:39][C:25]([NH:24][C:16]2[N:15]=[C:14]([NH:13][C:5]3[CH:4]=[CH:3][C:2]([N:52]4[CH2:51][CH2:50][N:49]([CH2:48][C:47]([OH:46])=[O:55])[CH2:54][CH2:53]4)=[C:10]4[C:6]=3[C:7](=[O:12])[N:8]([CH3:11])[CH2:9]4)[C:19]([C:20]([F:21])([F:23])[F:22])=[CH:18][N:17]=2)=[C:26]([O:40][CH3:41])[CH:27]=1)([O:31][CH2:32][CH3:33])=[O:37])[CH3:36]. Given the reactants Br[C:2]1[CH:3]=[CH:4][C:5]([NH:13][C:14]2[C:19]([C:20]([F:23])([F:22])[F:21])=[CH:18][N:17]=[C:16]([NH:24][C:25]3[CH:39]=[CH:38][C:28]([CH2:29][P:30](=[O:37])([O:34][CH2:35][CH3:36])[O:31][CH2:32][CH3:33])=[CH:27][C:26]=3[O:40][CH3:41])[N:15]=2)=[C:6]2[C:10]=1[CH2:9][N:8]([CH3:11])[C:7]2=[O:12].C([O:46][C:47](=[O:55])[CH2:48][N:49]1[CH2:54][CH2:53][NH:52][CH2:51][CH2:50]1)(C)(C)C, predict the reaction product. (7) Given the reactants [Cl:1][C:2]1[CH:7]=[C:6]([Cl:8])[C:5]([O:9][CH3:10])=[CH:4][C:3]=1[NH:11][C:12]1[C:17]([C:18]#[N:19])=[CH:16][N:15]=[C:14]2[CH:20]=[C:21](I)[S:22][C:13]=12.[C:24]([C:26]1[CH:31]=[CH:30][CH:29]=[CH:28][N:27]=1)#[CH:25].CO, predict the reaction product. The product is: [Cl:1][C:2]1[CH:7]=[C:6]([Cl:8])[C:5]([O:9][CH3:10])=[CH:4][C:3]=1[NH:11][C:12]1[C:17]([C:18]#[N:19])=[CH:16][N:15]=[C:14]2[CH:20]=[C:21]([C:25]#[C:24][C:26]3[CH:31]=[CH:30][CH:29]=[CH:28][N:27]=3)[S:22][C:13]=12.